This data is from Reaction yield outcomes from USPTO patents with 853,638 reactions. The task is: Predict the reaction yield, written as a fraction of the theoretical maximum amount of product (1.0 means a 100% yield; for example, 0.34 means a 34% yield). (1) The reactants are Cl[CH2:2][CH2:3][CH2:4][S:5]([N:8]1[CH2:13][CH2:12][CH:11]([C:14]2[C:22]3[C:17](=[C:18]([C:29]([NH2:31])=[O:30])[CH:19]=[C:20]([C:23]4[CH:28]=[CH:27][CH:26]=[CH:25][CH:24]=4)[CH:21]=3)[NH:16][CH:15]=2)[CH2:10][CH2:9]1)(=[O:7])=[O:6].[CH3:32][O:33][C:34]1[CH:35]=[C:36]([OH:40])[CH:37]=[CH:38][CH:39]=1.C([O-])([O-])=O.[K+].[K+]. The catalyst is [I-].[Na+]. The product is [CH3:32][O:33][C:34]1[CH:35]=[C:36]([O:40][CH2:2][CH2:3][CH2:4][S:5]([N:8]2[CH2:13][CH2:12][CH:11]([C:14]3[C:22]4[C:17](=[C:18]([C:29]([NH2:31])=[O:30])[CH:19]=[C:20]([C:23]5[CH:28]=[CH:27][CH:26]=[CH:25][CH:24]=5)[CH:21]=4)[NH:16][CH:15]=3)[CH2:10][CH2:9]2)(=[O:7])=[O:6])[CH:37]=[CH:38][CH:39]=1. The yield is 0.420. (2) The reactants are [CH3:1][O:2][C:3]([C:5]1[C:6](Cl)=[N:7][C:8]([CH3:11])=[N:9][CH:10]=1)=[O:4].[CH3:13][CH:14]([SH:16])[CH3:15]. No catalyst specified. The product is [CH3:1][O:2][C:3]([C:5]1[C:6]([S:16][CH:14]([CH3:15])[CH3:13])=[N:7][C:8]([CH3:11])=[N:9][CH:10]=1)=[O:4]. The yield is 0.900. (3) The reactants are [NH2:1][CH:2]([C:7]1[CH:12]=[CH:11][C:10]([Cl:13])=[CH:9][CH:8]=1)[C:3](OC)=[O:4].[NH3:14]. No catalyst specified. The product is [NH2:1][CH:2]([C:7]1[CH:12]=[CH:11][C:10]([Cl:13])=[CH:9][CH:8]=1)[C:3]([NH2:14])=[O:4]. The yield is 0.860. (4) The reactants are [OH-].[Na+].C([O:5][C:6]([C:8]1[CH:13]=[CH:12][C:11]([C:14]2[CH:19]=[CH:18][CH:17]=[C:16]([C:20]3[C:29]4[C:24](=[CH:25][C:26]([O:35][CH3:36])=[C:27]5[O:32][C:31]([CH3:34])([CH3:33])[CH2:30][C:28]5=4)[CH2:23][C:22]([CH3:38])([CH3:37])[N:21]=3)[CH:15]=2)=[CH:10][CH:9]=1)=[O:7])C.Cl.[Cl-].[Na+]. The catalyst is C(O)C. The product is [CH3:36][O:35][C:26]1[CH:25]=[C:24]2[C:29](=[C:28]3[CH2:30][C:31]([CH3:34])([CH3:33])[O:32][C:27]=13)[C:20]([C:16]1[CH:15]=[C:14]([C:11]3[CH:10]=[CH:9][C:8]([C:6]([OH:7])=[O:5])=[CH:13][CH:12]=3)[CH:19]=[CH:18][CH:17]=1)=[N:21][C:22]([CH3:38])([CH3:37])[CH2:23]2. The yield is 0.870. (5) The reactants are [CH2:1]([C:4]1[C:13]([NH2:14])=[CH:12][CH:11]=[CH:10][C:5]=1[C:6]([O:8][CH3:9])=[O:7])[CH:2]=[CH2:3].[C:15]([O:19][C:20](=[O:29])[NH:21][CH:22]1[CH2:27][CH2:26][C:25](=O)[CH2:24][CH2:23]1)([CH3:18])([CH3:17])[CH3:16].CC(O)=O.[BH-](OC(C)=O)(OC(C)=O)OC(C)=O.[Na+]. The catalyst is ClCCCl.C(Cl)Cl. The product is [CH2:1]([C:4]1[C:13]([NH:14][C@H:25]2[CH2:24][CH2:23][C@@H:22]([NH:21][C:20]([O:19][C:15]([CH3:18])([CH3:17])[CH3:16])=[O:29])[CH2:27][CH2:26]2)=[CH:12][CH:11]=[CH:10][C:5]=1[C:6]([O:8][CH3:9])=[O:7])[CH:2]=[CH2:3]. The yield is 0.352. (6) The reactants are [CH3:1][O:2][C:3](=[O:18])[C:4]1[CH:16]=[C:15](Br)[CH:14]=[C:6]([C:7]([N:9]([CH3:13])[CH2:10][CH2:11][CH3:12])=[O:8])[CH:5]=1.[C:19](C1C=C(C)C=C(C(C)(C)C)C=1O)(C)(C)[CH3:20].C(C([Sn])=C(CCCC)CCCC)CCC. The catalyst is C1(C)C=CC=CC=1.C1C=CC(/C=C/C(/C=C/C2C=CC=CC=2)=O)=CC=1.C1C=CC(/C=C/C(/C=C/C2C=CC=CC=2)=O)=CC=1.C1C=CC(/C=C/C(/C=C/C2C=CC=CC=2)=O)=CC=1.[Pd].[Pd]. The product is [CH3:1][O:2][C:3](=[O:18])[C:4]1[CH:16]=[C:15]([CH:19]=[CH2:20])[CH:14]=[C:6]([C:7]([N:9]([CH3:13])[CH2:10][CH2:11][CH3:12])=[O:8])[CH:5]=1. The yield is 0.700. (7) The reactants are C(O)C.Cl.O1CCCCC1[O:11][C:12]1[CH:13]=[C:14]2[C:19](=[CH:20][CH:21]=1)[N:18]=[C:17]([O:22][CH2:23][C:24]1[CH:29]=[CH:28][C:27]([O:30][C:31]([F:34])([F:33])[F:32])=[CH:26][CH:25]=1)[CH:16]=[CH:15]2.C(=O)([O-])O.[Na+]. The catalyst is C(O)C. The product is [F:33][C:31]([F:32])([F:34])[O:30][C:27]1[CH:28]=[CH:29][C:24]([CH2:23][O:22][C:17]2[CH:16]=[CH:15][C:14]3[C:19](=[CH:20][CH:21]=[C:12]([OH:11])[CH:13]=3)[N:18]=2)=[CH:25][CH:26]=1. The yield is 0.900.